Dataset: Reaction yield outcomes from USPTO patents with 853,638 reactions. Task: Predict the reaction yield, written as a fraction of the theoretical maximum amount of product (1.0 means a 100% yield; for example, 0.34 means a 34% yield). (1) The reactants are [NH2:1][C:2]1[CH:10]=[CH:9][C:8]([CH3:11])=[CH:7][C:3]=1[C:4]([OH:6])=[O:5].Cl[C:13]([O:15][CH2:16][CH2:17][CH2:18][CH2:19][CH2:20][CH2:21][CH2:22][CH3:23])=O. The catalyst is N1C=CC=CC=1. The product is [CH3:11][C:8]1[CH:9]=[CH:10][C:2]2[N:1]=[C:13]([O:15][CH2:16][CH2:17][CH2:18][CH2:19][CH2:20][CH2:21][CH2:22][CH3:23])[O:5][C:4](=[O:6])[C:3]=2[CH:7]=1. The yield is 0.250. (2) The reactants are C([O:5][C:6](=[O:59])[C@@H:7]([NH:11][C:12]([C@@H:14]1[CH2:18][C@@H:17]([O:19][C:20]2[C:29]3[C:24](=[CH:25][C:26]([O:30][CH3:31])=[CH:27][CH:28]=3)[N:23]=[C:22]([C:32]3[CH:37]=[CH:36][CH:35]=[CH:34][CH:33]=3)[CH:21]=2)[CH2:16][C@H:15]1[C:38](=[O:58])[NH:39][C@H:40]([C:44](=[O:57])[NH:45][C@@H:46]([CH:51]1[CH2:56][CH2:55][CH2:54][CH2:53][CH2:52]1)[C:47]([O:49][CH3:50])=[O:48])[CH:41]([CH3:43])[CH3:42])=[O:13])[CH2:8][CH2:9][CH3:10])(C)(C)C.C([SiH](CC)CC)C. The catalyst is C(Cl)Cl.FC(F)(F)C(O)=O. The product is [CH:51]1([C@H:46]([NH:45][C:44]([C@@H:40]([NH:39][C:38]([C@@H:15]2[CH2:16][C@H:17]([O:19][C:20]3[C:29]4[C:24](=[CH:25][C:26]([O:30][CH3:31])=[CH:27][CH:28]=4)[N:23]=[C:22]([C:32]4[CH:33]=[CH:34][CH:35]=[CH:36][CH:37]=4)[CH:21]=3)[CH2:18][C@H:14]2[C:12]([NH:11][C@@H:7]([CH2:8][CH2:9][CH3:10])[C:6]([OH:59])=[O:5])=[O:13])=[O:58])[CH:41]([CH3:42])[CH3:43])=[O:57])[C:47]([O:49][CH3:50])=[O:48])[CH2:56][CH2:55][CH2:54][CH2:53][CH2:52]1. The yield is 1.00. (3) The reactants are C=O.[C:3](O)(=O)C.[Cl-].[NH2+:8]1[CH2:13][CH2:12][CH:11]([C:14]2[CH:23]=[CH:22][C:17]([C:18]([O:20][CH3:21])=[O:19])=[CH:16][CH:15]=2)[CH2:10][CH2:9]1.C([BH3-])#N.[Na+]. The catalyst is C1COCC1.O. The product is [CH3:3][N:8]1[CH2:13][CH2:12][CH:11]([C:14]2[CH:23]=[CH:22][C:17]([C:18]([O:20][CH3:21])=[O:19])=[CH:16][CH:15]=2)[CH2:10][CH2:9]1. The yield is 0.544. (4) The reactants are [F:1][C:2]1[C:7]([C:8]2[N:12]([S:13]([C:16]3[CH:20]=[CH:19][O:18][CH:17]=3)(=[O:15])=[O:14])[CH:11]=[C:10]([CH2:21][N:22](C)[C:23](=O)OC(C)(C)C)[CH:9]=2)=[CH:6][CH:5]=[CH:4][N:3]=1.C(OCC)(=O)C.[ClH:37]. The yield is 0.620. The catalyst is C(OCC)(=O)C.CC(O)C. The product is [ClH:37].[F:1][C:2]1[C:7]([C:8]2[N:12]([S:13]([C:16]3[CH:20]=[CH:19][O:18][CH:17]=3)(=[O:14])=[O:15])[CH:11]=[C:10]([CH2:21][NH:22][CH3:23])[CH:9]=2)=[CH:6][CH:5]=[CH:4][N:3]=1. (5) The product is [CH2:29]([N:16]1[C:15](=[O:33])[C:14]([N:11]2[CH2:10][CH2:9][N:8]([CH3:6])[CH2:13][CH2:12]2)=[C:19]([CH3:20])[C:18]([C:21]2[CH:22]=[CH:23][CH:24]=[CH:25][CH:26]=2)=[N:17]1)[CH:30]([CH3:31])[CH3:32]. The yield is 0.771. No catalyst specified. The reactants are C(O[C:6]([N:8]1[CH2:13][CH2:12][N:11]([C:14]2[C:15](=[O:33])[N:16]([CH2:29][CH:30]([CH3:32])[CH3:31])[N:17]=[C:18]([C:21]3[CH:26]=[CH:25][C:24](C)=[C:23](F)[CH:22]=3)[C:19]=2[CH3:20])[CH2:10][CH2:9]1)=O)(C)(C)C.C(N1C(=O)C(COS(C)(=O)=O)=CC(C2C=CC=CC=2)=N1)C(C)C.CN1CCNCC1. (6) The reactants are [H-].[Na+].[Br:3][C:4]1[N:5]=[C:6]([NH:9][CH:10]2[CH2:12][CH2:11]2)[S:7][CH:8]=1.[C:13](Cl)(=[O:15])[CH3:14]. The catalyst is C1COCC1. The product is [Br:3][C:4]1[N:5]=[C:6]([N:9]([CH:10]2[CH2:12][CH2:11]2)[C:13](=[O:15])[CH3:14])[S:7][CH:8]=1. The yield is 0.503.